This data is from Forward reaction prediction with 1.9M reactions from USPTO patents (1976-2016). The task is: Predict the product of the given reaction. (1) Given the reactants [CH3:1][N:2]([C:14]([C:16]1[NH:17][C:18]2[C:23]([C:24]=1[C:25]1[CH:30]=[CH:29][CH:28]=[CH:27][CH:26]=1)=[CH:22][CH:21]=[CH:20][CH:19]=2)=[O:15])[NH:3]C(OCC1C=CC=CC=1)=O, predict the reaction product. The product is: [CH3:1][N:2]([C:14]([C:16]1[NH:17][C:18]2[C:23]([C:24]=1[C:25]1[CH:30]=[CH:29][CH:28]=[CH:27][CH:26]=1)=[CH:22][CH:21]=[CH:20][CH:19]=2)=[O:15])[NH2:3]. (2) Given the reactants Cl[C:2]1[C:3]2[CH2:12][CH2:11][N:10]([CH:13]3[CH2:16][C:15]([F:18])([F:17])[CH2:14]3)[C:4]=2[N:5]=[C:6]([S:8][CH3:9])[N:7]=1.CC1(C)C(C)(C)OB([C:27]2[CH:28]=[N:29][C:30]([NH2:33])=[N:31][CH:32]=2)O1.C([O-])([O-])=O.[Na+].[Na+], predict the reaction product. The product is: [F:17][C:15]1([F:18])[CH2:16][CH:13]([N:10]2[C:4]3[N:5]=[C:6]([S:8][CH3:9])[N:7]=[C:2]([C:27]4[CH:28]=[N:29][C:30]([NH2:33])=[N:31][CH:32]=4)[C:3]=3[CH2:12][CH2:11]2)[CH2:14]1. (3) Given the reactants Cl.[C:2]([C:6]1[N:11]=[CH:10][C:9]([C:12]2[N:13]([C:33]([N:35]3[CH2:40][CH2:39][N:38]([CH2:41][C:42](O)=[O:43])[CH2:37][CH2:36]3)=[O:34])[C@@:14]([C:26]3[CH:31]=[CH:30][C:29]([Cl:32])=[CH:28][CH:27]=3)([CH3:25])[C@@:15]([C:18]3[CH:23]=[CH:22][C:21]([Cl:24])=[CH:20][CH:19]=3)([CH3:17])[N:16]=2)=[C:8]([O:45][CH2:46][CH3:47])[CH:7]=1)([CH3:5])([CH3:4])[CH3:3].[CH3:48][C:49]1[C:54]([NH2:55])=[CH:53][CH:52]=[CH:51][N:50]=1, predict the reaction product. The product is: [C:2]([C:6]1[N:11]=[CH:10][C:9]([C:12]2[N:13]([C:33]([N:35]3[CH2:40][CH2:39][N:38]([CH2:41][C:42]([NH:55][C:54]4[C:49]([CH3:48])=[N:50][CH:51]=[CH:52][CH:53]=4)=[O:43])[CH2:37][CH2:36]3)=[O:34])[C@@:14]([C:26]3[CH:27]=[CH:28][C:29]([Cl:32])=[CH:30][CH:31]=3)([CH3:25])[C@@:15]([C:18]3[CH:19]=[CH:20][C:21]([Cl:24])=[CH:22][CH:23]=3)([CH3:17])[N:16]=2)=[C:8]([O:45][CH2:46][CH3:47])[CH:7]=1)([CH3:3])([CH3:4])[CH3:5]. (4) Given the reactants C1(C)C=CC(S(O)(=O)=O)=CC=1.[CH3:12][O:13][C:14]1[CH:15]=[C:16]2[C:21](=[CH:22][C:23]=1[O:24][CH3:25])[CH2:20][NH:19][C@H:18]([C:26]([OH:28])=[O:27])[CH2:17]2.C(=O)(O)[O-].[Na+].[C:34]([O:38][C:39](O[C:39]([O:38][C:34]([CH3:37])([CH3:36])[CH3:35])=[O:40])=[O:40])([CH3:37])([CH3:36])[CH3:35].Cl.[Cl-].[Na+], predict the reaction product. The product is: [C:34]([O:38][C:39]([N:19]1[C@H:18]([C:26]([OH:28])=[O:27])[CH2:17][C:16]2[C:21](=[CH:22][C:23]([O:24][CH3:25])=[C:14]([O:13][CH3:12])[CH:15]=2)[CH2:20]1)=[O:40])([CH3:37])([CH3:36])[CH3:35].